This data is from Catalyst prediction with 721,799 reactions and 888 catalyst types from USPTO. The task is: Predict which catalyst facilitates the given reaction. (1) Reactant: [S:1]([N:11]1[C:15]2=[N:16][CH:17]=[C:18]([NH:20][NH:21][C:22]([C:24]34[CH2:31][CH2:30][C:27]([NH:32]C(=O)OC(C)(C)C)([CH2:28][CH2:29]3)[CH2:26][CH2:25]4)=O)[N:19]=[C:14]2[CH:13]=[CH:12]1)([C:4]1[CH:10]=[CH:9][C:7]([CH3:8])=[CH:6][CH:5]=1)(=[O:3])=[O:2].O=S(Cl)Cl. Product: [S:1]([N:11]1[C:15]2[N:16]=[CH:17][C:18]3[N:19]([C:22]([C:24]45[CH2:29][CH2:28][C:27]([NH2:32])([CH2:30][CH2:31]4)[CH2:26][CH2:25]5)=[N:21][N:20]=3)[C:14]=2[CH:13]=[CH:12]1)([C:4]1[CH:5]=[CH:6][C:7]([CH3:8])=[CH:9][CH:10]=1)(=[O:3])=[O:2]. The catalyst class is: 12. (2) Reactant: [F:1][C:2]1[C:10]([C:11]#[C:12][CH2:13][CH2:14]O)=[CH:9][CH:8]=[C:7]2[C:3]=1[CH:4]=[N:5][N:6]2[CH:16]1[CH2:21][CH2:20][CH2:19][CH2:18][O:17]1.C(N(CC)CC)C.[B-](F)(F)(F)[F:30].CCN([S+](F)F)CC.C([O-])(O)=O.[Na+]. Product: [F:1][C:2]1[C:10]([C:11]#[C:12][CH2:13][CH2:14][F:30])=[CH:9][CH:8]=[C:7]2[C:3]=1[CH:4]=[N:5][N:6]2[CH:16]1[CH2:21][CH2:20][CH2:19][CH2:18][O:17]1. The catalyst class is: 4. (3) Reactant: [OH-].[Na+].O.O.O.O.O.O.[Cl-].[Cl-].[Mg+2:11].[F:12][CH:13]([F:37])[O:14][C:15]1[CH:36]=[CH:35][C:18]2[NH:19][CH:20]([S:22]([CH2:24][C:25]3[C:30]([O:31][CH3:32])=[C:29]([O:33][CH3:34])[CH:28]=[CH:27][N:26]=3)=[O:23])[N-:21][C:17]=2[CH:16]=1.[F:38][CH:39]([F:63])[O:40][C:41]1[CH:62]=[CH:61][C:44]2[NH:45][CH:46]([S:48]([CH2:50][C:51]3[C:56]([O:57][CH3:58])=[C:55]([O:59][CH3:60])[CH:54]=[CH:53][N:52]=3)=[O:49])[N-:47][C:43]=2[CH:42]=1.[Mg+2]. Product: [OH2:14].[OH2:40].[F:37][CH:13]([F:12])[O:14][C:15]1[CH:36]=[CH:35][C:18]2[NH:19][CH:20]([S:22]([CH2:24][C:25]3[C:30]([O:31][CH3:32])=[C:29]([O:33][CH3:34])[CH:28]=[CH:27][N:26]=3)=[O:23])[N-:21][C:17]=2[CH:16]=1.[F:63][CH:39]([F:38])[O:40][C:41]1[CH:62]=[CH:61][C:44]2[NH:45][CH:46]([S:48]([CH2:50][C:51]3[C:56]([O:57][CH3:58])=[C:55]([O:59][CH3:60])[CH:54]=[CH:53][N:52]=3)=[O:49])[N-:47][C:43]=2[CH:42]=1.[Mg+2:11]. The catalyst class is: 6. (4) Reactant: C(OC([NH:8][C:9]([CH3:41])([CH3:40])[C@H:10]([NH:15][C:16](=[O:39])[C:17]1[CH:22]=[CH:21][C:20]([C:23]#[C:24][C:25]#[C:26][CH:27]([O:37][CH3:38])[CH2:28][O:29][Si](C(C)(C)C)(C)C)=[CH:19][CH:18]=1)[C:11]([O:13][CH3:14])=[O:12])=O)(C)(C)C.Cl.C([O-])(O)=O.[Na+]. Product: [NH2:8][C:9]([CH3:41])([CH3:40])[C@H:10]([NH:15][C:16](=[O:39])[C:17]1[CH:22]=[CH:21][C:20]([C:23]#[C:24][C:25]#[C:26][CH:27]([O:37][CH3:38])[CH2:28][OH:29])=[CH:19][CH:18]=1)[C:11]([O:13][CH3:14])=[O:12]. The catalyst class is: 5.